This data is from Catalyst prediction with 721,799 reactions and 888 catalyst types from USPTO. The task is: Predict which catalyst facilitates the given reaction. (1) Reactant: [N+:1]([C:4]1[CH:9]=[CH:8][CH:7]=[CH:6][C:5]=1[C:10]1[N:11]=[C:12]2[CH:17]=[CH:16][CH:15]=[CH:14][N:13]2[CH:18]=1)([O-])=O.C(O)C.Cl. Product: [N:11]1[C:10]([C:5]2[CH:6]=[CH:7][CH:8]=[CH:9][C:4]=2[NH2:1])=[CH:18][N:13]2[CH2:14][CH2:15][CH2:16][CH2:17][C:12]=12. The catalyst class is: 386. (2) Reactant: [OH:1][C:2]1[CH:7]=[CH:6][N:5]=[C:4](SC)[N:3]=1.[NH2:10][C:11]1[CH:19]=[CH:18][C:14]([C:15]([OH:17])=[O:16])=[CH:13][CH:12]=1. Product: [OH:1][C:2]1[CH:7]=[CH:6][N:5]=[C:4]([NH:10][C:11]2[CH:19]=[CH:18][C:14]([C:15]([OH:17])=[O:16])=[CH:13][CH:12]=2)[N:3]=1. The catalyst class is: 270.